Dataset: Full USPTO retrosynthesis dataset with 1.9M reactions from patents (1976-2016). Task: Predict the reactants needed to synthesize the given product. (1) The reactants are: [OH:1][N:2]=[C:3]([C:9]1[N:13]([CH3:14])[CH:12]=[N:11][CH:10]=1)[C:4]1[S:5][CH:6]=[CH:7][CH:8]=1.Br[CH2:16][C:17]1[N:22]=[C:21]([N:23]2[C:31](=[O:32])[C:30]3[C:25](=[CH:26][CH:27]=[CH:28][CH:29]=3)[C:24]2=[O:33])[CH:20]=[CH:19][CH:18]=1.C(=O)([O-])[O-].[Cs+].[Cs+].[I-].[K+]. Given the product [CH3:14][N:13]1[C:9]([C:3](=[N:2][O:1][CH2:16][C:17]2[N:22]=[C:21]([N:23]3[C:24](=[O:33])[C:25]4[C:30](=[CH:29][CH:28]=[CH:27][CH:26]=4)[C:31]3=[O:32])[CH:20]=[CH:19][CH:18]=2)[C:4]2[S:5][CH:6]=[CH:7][CH:8]=2)=[CH:10][N:11]=[CH:12]1, predict the reactants needed to synthesize it. (2) Given the product [CH3:31][O:30][C:24]1[CH:25]=[CH:26][C:27]([CH3:29])=[CH:28][C:23]=1[NH:22][C:20](=[O:21])[NH:19][C:16]1[CH:17]=[CH:18][C:13]([C@H:10]2[CH2:11][CH2:12][C@H:7]([C:5]([OH:6])=[O:4])[CH2:8][CH2:9]2)=[CH:14][CH:15]=1, predict the reactants needed to synthesize it. The reactants are: C([O:4][C:5]([C@H:7]1[CH2:12][CH2:11][C@H:10]([C:13]2[CH:18]=[CH:17][C:16]([NH:19][C:20]([NH:22][C:23]3[CH:28]=[C:27]([CH3:29])[CH:26]=[CH:25][C:24]=3[O:30][CH3:31])=[O:21])=[CH:15][CH:14]=2)[CH2:9][CH2:8]1)=[O:6])(C)C.[OH-].[Na+]. (3) Given the product [CH3:11][O:12][CH2:13][CH2:14][NH:15][C:16](=[O:44])[CH2:17][C@H:18]([OH:43])[CH2:19][C@H:20]([OH:42])[CH2:21][CH2:22][C@@H:23]1[C@@H:32]2[C:27](=[CH:28][C@H:29]([CH3:40])[CH2:30][C@@H:31]2[O:33][C:34](=[O:39])[C:35]([CH3:2])([CH3:38])[CH2:36][CH3:37])[CH:26]=[CH:25][C@@H:24]1[CH3:41], predict the reactants needed to synthesize it. The reactants are: N1CCC[CH2:2]1.C([Li])CCC.[CH3:11][O:12][CH2:13][CH2:14][NH:15][C:16](=[O:44])[CH2:17][C@H:18]([OH:43])[CH2:19][C@H:20]([OH:42])[CH2:21][CH2:22][C@@H:23]1[C@@H:32]2[C:27](=[CH:28][C@H:29]([CH3:40])[CH2:30][C@@H:31]2[O:33][C:34](=[O:39])[C@@H:35]([CH3:38])[CH2:36][CH3:37])[CH:26]=[CH:25][C@@H:24]1[CH3:41].CI.[Cl-].[NH4+]. (4) Given the product [C:1]1([O:2][C:3]2[CH:8]=[CH:7][CH:6]=[CH:5][CH:4]=2)[CH:7]=[CH:8][CH:3]=[CH:4][CH:5]=1, predict the reactants needed to synthesize it. The reactants are: [CH3:1][O:2][C:3]1[CH:8]=[CH:7][CH:6]=[CH:5][C:4]=1O.